This data is from Full USPTO retrosynthesis dataset with 1.9M reactions from patents (1976-2016). The task is: Predict the reactants needed to synthesize the given product. Given the product [OH2:13].[OH2:10].[P:12]([O-:16])([O-:15])([O-:14])=[O:13].[Zn+2:11].[N:1]1[C:8]([NH2:9])=[N:7][C:5]([NH2:6])=[N:4][C:2]=1[NH2:3].[P:12]([O-:16])([O-:15])([O-:14])=[O:13].[Zn+2:11].[Zn+2:11], predict the reactants needed to synthesize it. The reactants are: [N:1]1[C:8]([NH2:9])=[N:7][C:5]([NH2:6])=[N:4][C:2]=1[NH2:3].[O-2:10].[Zn+2:11].[P:12](=[O:16])([OH:15])([OH:14])[OH:13].